From a dataset of Ames mutagenicity test results for genotoxicity prediction. Regression/Classification. Given a drug SMILES string, predict its toxicity properties. Task type varies by dataset: regression for continuous values (e.g., LD50, hERG inhibition percentage) or binary classification for toxic/non-toxic outcomes (e.g., AMES mutagenicity, cardiotoxicity, hepatotoxicity). Dataset: ames. (1) The molecule is Nc1ccc(Cl)c(C(F)(F)F)c1. The result is 0 (non-mutagenic). (2) The result is 0 (non-mutagenic). The compound is CC12CCC(=O)C=C1C1CC1C1C2CCC2(C)C1C1CC1C21CCC(=O)O1. (3) The drug is NS(=O)(=O)c1cccc2cccnc12. The result is 0 (non-mutagenic). (4) The drug is CC(=O)Nc1ccc2ccc3cccc4ccc1c2c34. The result is 1 (mutagenic). (5) The molecule is CCN(CC)c1ccc2c(C(F)(F)F)cc(=O)oc2c1. The result is 0 (non-mutagenic). (6) The molecule is O=CN(O)c1cccc(Cl)c1. The result is 0 (non-mutagenic). (7) The molecule is O=C(/C=C/c1ccc([N+](=O)[O-])o1)N/N=C/c1ccc([N+](=O)[O-])o1. The result is 1 (mutagenic).